Predict the product of the given reaction. From a dataset of Forward reaction prediction with 1.9M reactions from USPTO patents (1976-2016). (1) The product is: [N+:1]([C:4]1[CH:5]=[CH:6][C:7]2[O:12][CH2:11][C:10](=[O:13])[N:9]([CH2:22][CH2:23][N:24]3[CH2:29][CH2:28][CH:27]([NH:30][C:31](=[O:32])[O:33][C:34]([CH3:37])([CH3:36])[CH3:35])[CH2:26][CH2:25]3)[C:8]=2[CH:14]=1)([O-:3])=[O:2]. Given the reactants [N+:1]([C:4]1[CH:5]=[CH:6][C:7]2[O:12][CH2:11][C:10](=[O:13])[NH:9][C:8]=2[CH:14]=1)([O-:3])=[O:2].[H-].[Na+].CS(O[CH2:22][CH2:23][N:24]1[CH2:29][CH2:28][CH:27]([NH:30][C:31]([O:33][C:34]([CH3:37])([CH3:36])[CH3:35])=[O:32])[CH2:26][CH2:25]1)(=O)=O.COC1C=C2C(C=CC(=O)N2CCN2CCC(NC(=O)OC(C)(C)C)CC2)=CC=1, predict the reaction product. (2) Given the reactants Br[C:2]1[CH:8]=[CH:7][C:5]([NH2:6])=[C:4]([N+:9]([O-:11])=[O:10])[CH:3]=1.O1CCOCC1.CCN(C(C)C)C(C)C.[CH2:27]([SH:34])[C:28]1[CH:33]=[CH:32][CH:31]=[CH:30][CH:29]=1, predict the reaction product. The product is: [CH2:27]([S:34][C:2]1[CH:8]=[CH:7][C:5]([NH2:6])=[C:4]([N+:9]([O-:11])=[O:10])[CH:3]=1)[C:28]1[CH:33]=[CH:32][CH:31]=[CH:30][CH:29]=1. (3) Given the reactants [NH:1]([C:10]([O:12][C:13]([CH3:16])([CH3:15])[CH3:14])=[O:11])[C@H:2]([C:7]([OH:9])=O)[CH2:3][CH:4]([CH3:6])[CH3:5].CCN(C(C)C)C(C)C.CN(C(ON1N=NC2C=CC=CC1=2)=[N+](C)C)C.F[P-](F)(F)(F)(F)F.C1C=CC2N(O)N=NC=2C=1.[NH2:60][C@H:61]([C:69]([O:71][CH3:72])=[O:70])[CH2:62][C:63]1[CH:68]=[CH:67][CH:66]=[CH:65][CH:64]=1, predict the reaction product. The product is: [NH:1]([C:10]([O:12][C:13]([CH3:16])([CH3:15])[CH3:14])=[O:11])[C@H:2]([C:7]([NH:60][C@H:61]([C:69]([O:71][CH3:72])=[O:70])[CH2:62][C:63]1[CH:68]=[CH:67][CH:66]=[CH:65][CH:64]=1)=[O:9])[CH2:3][CH:4]([CH3:5])[CH3:6]. (4) Given the reactants [CH2:1]([N:8]1[CH2:13][CH2:12][C:11]([CH2:34][CH2:35][N:36]2[CH2:41][CH2:40][CH:39]([N:42]([C:50]3[CH:55]=[CH:54][C:53]([CH3:56])=[CH:52][CH:51]=3)[C:43]([C:45]3[O:46][CH:47]=[CH:48][CH:49]=3)=[O:44])[CH2:38][CH2:37]2)([CH2:14][CH2:15][O:16][Si](C(C)(C)C)(C2C=CC=CC=2)C2C=CC=CC=2)[CH2:10][CH2:9]1)[C:2]1[CH:7]=[CH:6][CH:5]=[CH:4][CH:3]=1, predict the reaction product. The product is: [CH2:1]([N:8]1[CH2:9][CH2:10][C:11]([CH2:34][CH2:35][N:36]2[CH2:37][CH2:38][CH:39]([N:42]([C:50]3[CH:55]=[CH:54][C:53]([CH3:56])=[CH:52][CH:51]=3)[C:43]([C:45]3[O:46][CH:47]=[CH:48][CH:49]=3)=[O:44])[CH2:40][CH2:41]2)([CH2:14][CH2:15][OH:16])[CH2:12][CH2:13]1)[C:2]1[CH:3]=[CH:4][CH:5]=[CH:6][CH:7]=1. (5) Given the reactants [CH:1]1[C:10]2[C:5](=[CH:6][CH:7]=[CH:8][CH:9]=2)[CH:4]=[CH:3][C:2]=1[CH:11]=O.[C:13]([C:16]1[CH:21]=[CH:20][CH:19]=[CH:18][N:17]=1)(=O)[CH3:14].[OH-].[Na+].CO.C([O-])(=O)C.[NH4+:30].[I-].[Br:32][C:33]1[CH:47]=[CH:46][C:36]([C:37](=O)[CH2:38][N+]2C=CC=CC=2)=[CH:35][CH:34]=1, predict the reaction product. The product is: [Br:32][C:33]1[CH:47]=[CH:46][C:36]([C:37]2[N:30]=[C:13]([C:16]3[CH:21]=[CH:20][CH:19]=[CH:18][N:17]=3)[CH:14]=[C:11]([C:2]3[CH:3]=[CH:4][C:5]4[C:10](=[CH:9][CH:8]=[CH:7][CH:6]=4)[CH:1]=3)[CH:38]=2)=[CH:35][CH:34]=1. (6) Given the reactants O[CH2:15][C:10]1[C:11]([C:9]2[CH:14]=[CH:13][CH:12]=[CH:11][C:10]=2[CH3:15])=[CH:12][CH:13]=[C:14]([C:9]2[CH:14]=[CH:13][CH:12]=[CH:11][C:10]=2[CH3:15])[C:9]=1CO, predict the reaction product. The product is: [CH3:15][C:10]1[CH:11]=[CH:12][CH:13]=[C:14]2[C:9]=1[C:12]1=[CH:13][CH:14]=[C:9]3[C:10]([C:11]1=[CH:9]2)=[CH:15][C:12]1[C:11]3=[C:10]([CH3:15])[CH:9]=[CH:14][CH:13]=1. (7) Given the reactants [Cl:1][C:2]1[CH:7]=[CH:6][C:5](N)=[CH:4][N:3]=1.C[Si]([N-:13][Si](C)(C)C)(C)C.[Na+].[C:19](O[C:19]([O:21][C:22]([CH3:25])([CH3:24])[CH3:23])=[O:20])([O:21][C:22]([CH3:25])([CH3:24])[CH3:23])=[O:20], predict the reaction product. The product is: [C:22]([O:21][C:19](=[O:20])[NH:13][C:4]1[CH:5]=[CH:6][CH:7]=[C:2]([Cl:1])[N:3]=1)([CH3:25])([CH3:24])[CH3:23]. (8) Given the reactants [CH2:1]([Mg]Cl)[CH3:2].[CH:5]([O:8][C:9]1[CH:14]=[CH:13][C:12]([N:15]2[C:19]3[CH:20]=[CH:21][C:22](/[CH:24]=[CH:25]\[C:26]4[CH:35]=[CH:34][C:29]([C:30](OC)=[O:31])=[CH:28][CH:27]=4)=[CH:23][C:18]=3[N:17]=[CH:16]2)=[CH:11][CH:10]=1)([CH3:7])[CH3:6], predict the reaction product. The product is: [CH:5]([O:8][C:9]1[CH:10]=[CH:11][C:12]([N:15]2[C:19]3[CH:20]=[CH:21][C:22](/[CH:24]=[CH:25]\[C:26]4[CH:27]=[CH:28][C:29]([C:30]5([OH:31])[CH2:2][CH2:1]5)=[CH:34][CH:35]=4)=[CH:23][C:18]=3[N:17]=[CH:16]2)=[CH:13][CH:14]=1)([CH3:6])[CH3:7].